Dataset: Forward reaction prediction with 1.9M reactions from USPTO patents (1976-2016). Task: Predict the product of the given reaction. (1) Given the reactants [Br:1][C:2]1[N:7]=[CH:6][C:5]([NH2:8])=[C:4]([C:9]2[C:10](F)=[N:11][CH:12]=[CH:13][CH:14]=2)[CH:3]=1.C[Si]([N-][Si](C)(C)C)(C)C.[Na+].[F-].[K+], predict the reaction product. The product is: [Br:1][C:2]1[N:7]=[CH:6][C:5]2[NH:8][C:10]3[N:11]=[CH:12][CH:13]=[CH:14][C:9]=3[C:4]=2[CH:3]=1. (2) The product is: [CH3:9][S:8][C:4]1[CH:3]=[C:2]([C:19]2([OH:22])[CH2:20][CH2:21][N:16]([CH2:13][CH2:14][CH3:15])[CH2:17][CH2:18]2)[CH:7]=[CH:6][CH:5]=1. Given the reactants Br[C:2]1[CH:3]=[C:4]([S:8][CH3:9])[CH:5]=[CH:6][CH:7]=1.[Mg].II.[CH2:13]([N:16]1[CH2:21][CH2:20][C:19](=[O:22])[CH2:18][CH2:17]1)[CH2:14][CH3:15], predict the reaction product. (3) Given the reactants [CH:1]([NH:4]C(C)C)(C)[CH3:2].C([Li])CCC.[C:13](#[N:17])[CH:14]([CH3:16])[CH3:15].O.[O:19]1[CH2:23][CH2:22][CH2:21][CH2:20]1, predict the reaction product. The product is: [OH:19][CH:23]([C:22]1[CH:2]=[CH:1][N:4]=[CH:20][CH:21]=1)[C:14]([CH3:16])([CH3:15])[C:13]#[N:17]. (4) Given the reactants Br[C:2]1[CH:7]=[CH:6][C:5]([N+:8]([O-:10])=[O:9])=[CH:4][N:3]=1.[C:11]([O:15][C:16]([N:18]1[CH2:23][CH2:22][NH:21][CH2:20][CH2:19]1)=[O:17])([CH3:14])([CH3:13])[CH3:12].C(=O)([O-])[O-].[K+].[K+], predict the reaction product. The product is: [C:11]([O:15][C:16]([N:18]1[CH2:23][CH2:22][N:21]([C:2]2[CH:7]=[CH:6][C:5]([N+:8]([O-:10])=[O:9])=[CH:4][N:3]=2)[CH2:20][CH2:19]1)=[O:17])([CH3:14])([CH3:12])[CH3:13]. (5) Given the reactants [NH2:1][C:2]1[CH:10]=[C:9]2[C:5]([C:6](O)([C:12]([F:15])([F:14])[F:13])[C:7](=O)[NH:8]2)=[CH:4][CH:3]=1.B.C1COCC1, predict the reaction product. The product is: [F:15][C:12]([F:13])([F:14])[C:6]1[C:5]2[C:9](=[CH:10][C:2]([NH2:1])=[CH:3][CH:4]=2)[NH:8][CH:7]=1.